From a dataset of Full USPTO retrosynthesis dataset with 1.9M reactions from patents (1976-2016). Predict the reactants needed to synthesize the given product. Given the product [OH:18][CH2:19][CH:20]([NH:22][S:23]([C:26]1[CH:31]=[CH:30][CH:29]=[CH:28][C:27]=1[C:2]1[C:3]2[C:4]3[CH:17]=[CH:16][S:15][C:5]=3[C:6](=[O:14])[NH:7][C:8]=2[CH:9]=[CH:10][C:11]=1[O:12][CH3:13])(=[O:25])=[O:24])[CH3:21], predict the reactants needed to synthesize it. The reactants are: Br[C:2]1[C:3]2[C:4]3[CH:17]=[CH:16][S:15][C:5]=3[C:6](=[O:14])[NH:7][C:8]=2[CH:9]=[CH:10][C:11]=1[O:12][CH3:13].[OH:18][CH2:19][CH:20]([NH:22][S:23]([C:26]1[CH:31]=[CH:30][C:29](B2OC(C)(C)C(C)(C)O2)=[CH:28][CH:27]=1)(=[O:25])=[O:24])[CH3:21].